Task: Predict which catalyst facilitates the given reaction.. Dataset: Catalyst prediction with 721,799 reactions and 888 catalyst types from USPTO (1) Reactant: O=[As:2]O[As]=O.C([O-])(=O)CS.[NH4+].[CH2:12]([C:14]([CH2:19][SH:20])([CH2:17][SH:18])[CH2:15][SH:16])[CH3:13]. Product: [CH2:12]([C:14]12[CH2:19][S:20][As:2]([S:18][CH2:17]1)[S:16][CH2:15]2)[CH3:13]. The catalyst class is: 8. (2) Reactant: C[O:2][C:3]([C:5]1[CH:10]=[C:9]([Cl:11])[CH:8]=[C:7]([O:12][CH3:13])[N:6]=1)=[O:4].[OH-].[Na+].Cl. Product: [Cl:11][C:9]1[CH:8]=[C:7]([O:12][CH3:13])[N:6]=[C:5]([C:3]([OH:4])=[O:2])[CH:10]=1. The catalyst class is: 5.